This data is from Reaction yield outcomes from USPTO patents with 853,638 reactions. The task is: Predict the reaction yield, written as a fraction of the theoretical maximum amount of product (1.0 means a 100% yield; for example, 0.34 means a 34% yield). The reactants are Cl[C:2]1[C:7]([CH:8]=[O:9])=[C:6]([N:10]2[CH2:22][CH2:21][N:13]3[C:14]4[CH2:15][CH2:16][CH2:17][CH2:18][C:19]=4[CH:20]=[C:12]3[C:11]2=[O:23])[N:5]=[CH:4][CH:3]=1.[CH3:24][N:25]1[CH:30]=[C:29](B2OC(C)(C)C(C)(C)O2)[CH:28]=[C:27]([NH:40][C:41]2[CH:46]=[CH:45][C:44]([N:47]3[CH2:52][CH2:51][N:50]([CH:53]4[CH2:56][O:55][CH2:54]4)[CH2:49][C@H:48]3[CH3:57])=[CH:43][N:42]=2)[C:26]1=[O:58].[O-]P([O-])([O-])=O.[K+].[K+].[K+].C([O-])(=O)C.[Na+]. The catalyst is C1C=CC(P(C2C=CC=CC=2)[C-]2C=CC=C2)=CC=1.C1C=CC(P(C2C=CC=CC=2)[C-]2C=CC=C2)=CC=1.Cl[Pd]Cl.[Fe+2].O.C(#N)C. The product is [CH3:24][N:25]1[C:26](=[O:58])[C:27]([NH:40][C:41]2[CH:46]=[CH:45][C:44]([N:47]3[CH2:52][CH2:51][N:50]([CH:53]4[CH2:54][O:55][CH2:56]4)[CH2:49][C@H:48]3[CH3:57])=[CH:43][N:42]=2)=[CH:28][C:29]([C:2]2[C:7]([CH:8]=[O:9])=[C:6]([N:10]3[CH:22]=[CH:21][N:13]4[C:14]5[CH2:15][CH2:16][CH2:17][CH2:18][C:19]=5[CH:20]=[C:12]4[C:11]3=[O:23])[N:5]=[CH:4][CH:3]=2)=[CH:30]1. The yield is 0.300.